Dataset: Forward reaction prediction with 1.9M reactions from USPTO patents (1976-2016). Task: Predict the product of the given reaction. (1) Given the reactants C([O:8][CH2:9][CH2:10][O:11][C:12]1[CH:17]=[CH:16][C:15]([CH:18]2[C:23]3[N:24]4[N:29]=[C:28]([CH3:30])[S:27][C:25]4=[N:26][C:22]=3[CH2:21][CH2:20][N:19]2[C:31](=[O:47])[CH2:32][O:33][C:34]2[CH:35]=[CH:36][C:37]([C:41]([NH:43][CH:44]3[CH2:46][CH2:45]3)=[O:42])=[N:38][C:39]=2[Cl:40])=[C:14]([F:48])[CH:13]=1)C1C=CC=CC=1.I[Si](C)(C)C.CO, predict the reaction product. The product is: [Cl:40][C:39]1[N:38]=[C:37]([C:41]([NH:43][CH:44]2[CH2:46][CH2:45]2)=[O:42])[CH:36]=[CH:35][C:34]=1[O:33][CH2:32][C:31]([N:19]1[CH2:20][CH2:21][C:22]2[N:26]=[C:25]3[S:27][C:28]([CH3:30])=[N:29][N:24]3[C:23]=2[CH:18]1[C:15]1[CH:16]=[CH:17][C:12]([O:11][CH2:10][CH2:9][OH:8])=[CH:13][C:14]=1[F:48])=[O:47]. (2) Given the reactants [C@@H:1]12[CH2:6][C@@H:5]1[CH2:4][NH:3][C@@H:2]2[CH2:7][NH:8][C:9]([C:11]1[CH:16]=[CH:15][CH:14]=[CH:13][N:12]=1)=[O:10].[CH3:17][C:18]1[S:19][C:20]([C:26]2[CH:27]=[C:28]([CH3:32])[CH:29]=[CH:30][CH:31]=2)=[C:21]([C:23](O)=[O:24])[N:22]=1, predict the reaction product. The product is: [CH3:17][C:18]1[S:19][C:20]([C:26]2[CH:27]=[C:28]([CH3:32])[CH:29]=[CH:30][CH:31]=2)=[C:21]([C:23]([N:3]2[CH2:4][C@@H:5]3[C@@H:1]([CH2:6]3)[C@H:2]2[CH2:7][NH:8][C:9]([C:11]2[CH:16]=[CH:15][CH:14]=[CH:13][N:12]=2)=[O:10])=[O:24])[N:22]=1. (3) Given the reactants Br[C:2]1[CH:3]=[C:4]([NH:8][CH:9]([C:13]2[CH:18]=[CH:17][CH:16]=[CH:15][CH:14]=2)[C:10]([NH2:12])=[O:11])[CH:5]=[N:6][CH:7]=1.[F:19][C:20]1[C:21](B(O)O)=[CH:22][C:23]([O:26][CH3:27])=[N:24][CH:25]=1.C([O-])([O-])=O.[K+].[K+], predict the reaction product. The product is: [F:19][C:20]1[C:21]([C:2]2[CH:7]=[N:6][CH:5]=[C:4]([NH:8][CH:9]([C:13]3[CH:18]=[CH:17][CH:16]=[CH:15][CH:14]=3)[C:10]([NH2:12])=[O:11])[CH:3]=2)=[CH:22][C:23]([O:26][CH3:27])=[N:24][CH:25]=1.